From a dataset of Forward reaction prediction with 1.9M reactions from USPTO patents (1976-2016). Predict the product of the given reaction. Given the reactants [C:1]([C:3]1[CH:4]=[C:5]([C:14]2[S:15][C:16]([C:20]([O:22]CC)=[O:21])=[C:17]([CH3:19])[N:18]=2)[CH:6]=[CH:7][C:8]=1[O:9][CH2:10][CH:11]([CH3:13])[CH3:12])#[N:2].[OH-].[Na+].Cl, predict the reaction product. The product is: [CH3:19][C:17]1[N:18]=[C:14]([C:5]2[CH:6]=[CH:7][C:8]([O:9][CH2:10][CH:11]([CH3:13])[CH3:12])=[C:3]([C:1]#[N:2])[CH:4]=2)[S:15][C:16]=1[C:20]([OH:22])=[O:21].